From a dataset of Full USPTO retrosynthesis dataset with 1.9M reactions from patents (1976-2016). Predict the reactants needed to synthesize the given product. (1) Given the product [Br:1][C:2]1[CH:7]=[CH:6][CH:5]=[CH:4][C:3]=1[O:8][CH:14]1[CH2:19][CH2:18][N:17]([CH3:20])[CH2:16][CH2:15]1, predict the reactants needed to synthesize it. The reactants are: [Br:1][C:2]1[CH:7]=[CH:6][CH:5]=[CH:4][C:3]=1[OH:8].CS(O[CH:14]1[CH2:19][CH2:18][N:17]([CH3:20])[CH2:16][CH2:15]1)(=O)=O. (2) Given the product [NH2:1][C:2]1[N:11]=[C:10]([C:12]([N:14]2[CH2:22][C:21]3[C:16](=[CH:17][CH:18]=[CH:19][CH:20]=3)[CH2:15]2)=[O:13])[C:9]2[C:4](=[CH:5][CH:6]=[C:7]([C:23]3[CH:30]=[CH:29][C:28]([F:31])=[CH:27][C:24]=3[CH2:25][N:34]([CH2:32][CH3:33])[CH2:35][CH2:36][OH:37])[CH:8]=2)[N:3]=1, predict the reactants needed to synthesize it. The reactants are: [NH2:1][C:2]1[N:11]=[C:10]([C:12]([N:14]2[CH2:22][C:21]3[C:16](=[CH:17][CH:18]=[CH:19][CH:20]=3)[CH2:15]2)=[O:13])[C:9]2[C:4](=[CH:5][CH:6]=[C:7]([C:23]3[CH:30]=[CH:29][C:28]([F:31])=[CH:27][C:24]=3[CH:25]=O)[CH:8]=2)[N:3]=1.[CH2:32]([NH:34][CH2:35][CH2:36][OH:37])[CH3:33].C(O)(=O)C.C(O[BH-](OC(=O)C)OC(=O)C)(=O)C.[Na+]. (3) Given the product [CH:13]1([CH2:12][S:1][C:2]2[N:7]=[CH:6][C:5]([C:8]([OH:10])=[O:9])=[CH:4][CH:3]=2)[CH2:15][CH2:14]1, predict the reactants needed to synthesize it. The reactants are: [SH:1][C:2]1[N:7]=[CH:6][C:5]([C:8]([OH:10])=[O:9])=[CH:4][CH:3]=1.Br[CH2:12][CH:13]1[CH2:15][CH2:14]1. (4) Given the product [N:1]1[N:2]([C:6]2[C:7]([C:16]([OH:18])=[O:17])=[N:8][C:9]3[C:14]([CH:15]=2)=[CH:13][CH:12]=[CH:11][CH:10]=3)[N:3]=[CH:4][CH:5]=1, predict the reactants needed to synthesize it. The reactants are: [N:1]1[N:2]([C:6]2[C:7]([C:16]([O:18]CC)=[O:17])=[N:8][C:9]3[C:14]([CH:15]=2)=[CH:13][CH:12]=[CH:11][CH:10]=3)[N:3]=[CH:4][CH:5]=1.[OH-].[Na+].Cl. (5) Given the product [C:18]([C:11]1[C:10](=[O:20])[N:9]([CH2:21][C:22]2[CH:27]=[CH:26][C:25]([CH3:28])=[CH:24][C:23]=2[CH3:29])[C:8]([C:6]2[CH:5]=[CH:4][CH:3]=[C:2]([C:39]3[CH:38]=[C:37]4[C:42]([CH:43]=[C:35]([C:33]([O:32][CH2:30][CH3:31])=[O:34])[NH:36]4)=[CH:41][CH:40]=3)[N:7]=2)=[CH:13][C:12]=1[C:14]([F:17])([F:16])[F:15])#[N:19], predict the reactants needed to synthesize it. The reactants are: Br[C:2]1[N:7]=[C:6]([C:8]2[N:9]([CH2:21][C:22]3[CH:27]=[CH:26][C:25]([CH3:28])=[CH:24][C:23]=3[CH3:29])[C:10](=[O:20])[C:11]([C:18]#[N:19])=[C:12]([C:14]([F:17])([F:16])[F:15])[CH:13]=2)[CH:5]=[CH:4][CH:3]=1.[CH2:30]([O:32][C:33]([C:35]1[NH:36][C:37]2[C:42]([CH:43]=1)=[CH:41][CH:40]=[C:39](B1OC(C)(C)C(C)(C)O1)[CH:38]=2)=[O:34])[CH3:31].C([O-])([O-])=O.[K+].[K+].N#N. (6) Given the product [CH3:1][O:2][C:3](=[O:17])[C:4]1[CH:5]=[C:6]([O:14][CH2:15][CH3:16])[C:7]([Cl:13])=[C:8]([NH2:10])[CH:9]=1, predict the reactants needed to synthesize it. The reactants are: [CH3:1][O:2][C:3](=[O:17])[C:4]1[CH:9]=[C:8]([N+:10]([O-])=O)[C:7]([Cl:13])=[C:6]([O:14][CH2:15][CH3:16])[CH:5]=1.[Sn](Cl)(Cl)(Cl)Cl. (7) Given the product [F:41][C:42]1[C:48]([O:49][CH3:50])=[CH:47][CH:46]=[CH:45][C:43]=1[NH:44][C:30](=[O:32])[NH:1][C:2]1[C:6]([C:7]([O:9][CH2:10][CH3:11])=[O:8])=[C:5]([CH3:12])[N:4]([C:13]2[CH:18]=[CH:17][C:16]([N+:19]([O-:21])=[O:20])=[CH:15][CH:14]=2)[N:3]=1, predict the reactants needed to synthesize it. The reactants are: [NH2:1][C:2]1[C:6]([C:7]([O:9][CH2:10][CH3:11])=[O:8])=[C:5]([CH3:12])[N:4]([C:13]2[CH:18]=[CH:17][C:16]([N+:19]([O-:21])=[O:20])=[CH:15][CH:14]=2)[N:3]=1.C(N(CC)CC)C.Cl[C:30](Cl)([O:32]C(=O)OC(Cl)(Cl)Cl)Cl.[F:41][C:42]1[C:48]([O:49][CH3:50])=[CH:47][CH:46]=[CH:45][C:43]=1[NH2:44].